The task is: Regression/Classification. Given a drug SMILES string, predict its absorption, distribution, metabolism, or excretion properties. Task type varies by dataset: regression for continuous measurements (e.g., permeability, clearance, half-life) or binary classification for categorical outcomes (e.g., BBB penetration, CYP inhibition). Dataset: cyp1a2_veith.. This data is from CYP1A2 inhibition data for predicting drug metabolism from PubChem BioAssay. The molecule is Cc1noc(C)c1C(=O)N1CCC2(CCCN(c3ccccn3)C2)CC1. The result is 0 (non-inhibitor).